From a dataset of Forward reaction prediction with 1.9M reactions from USPTO patents (1976-2016). Predict the product of the given reaction. (1) Given the reactants [NH2:1][C:2]1[CH:7]=[C:6]([Cl:8])[CH:5]=[CH:4][C:3]=1[N:9]([CH2:17][CH2:18][CH2:19][S:20]([CH3:23])(=[O:22])=[O:21])[C:10](=O)OC(C)(C)C.[Cl:24][CH2:25]C([O-])=O.[Na+], predict the reaction product. The product is: [Cl:8][C:6]1[CH:5]=[CH:4][C:3]2[N:9]([CH2:17][CH2:18][CH2:19][S:20]([CH3:23])(=[O:22])=[O:21])[C:10]([CH2:25][Cl:24])=[N:1][C:2]=2[CH:7]=1. (2) Given the reactants [CH3:1][O:2][C:3]1[CH:4]=[C:5]([CH:9]=[CH:10][CH:11]=1)[C:6](Cl)=[O:7].C[Si]([C:16]([Si](C)(C)C)([C:20]([O-:22])=[O:21])[C:17]([O-:19])=[O:18])(C)C.CCN([CH2:32][CH3:33])CC.[Li+].[Br-].OS(O)(=O)=O.[CH3:41]C#N, predict the reaction product. The product is: [CH3:1][O:2][C:3]1[CH:4]=[C:5]([C:6](=[O:7])[CH2:16][C:17]([OH:19])=[O:18])[CH:9]=[CH:10][CH:11]=1.[CH3:41][C:32]1([CH3:33])[O:22][C:20](=[O:21])[CH:16]=[C:6]([C:5]2[CH:9]=[CH:10][CH:11]=[C:3]([O:2][CH3:1])[CH:4]=2)[O:7]1.